From a dataset of Full USPTO retrosynthesis dataset with 1.9M reactions from patents (1976-2016). Predict the reactants needed to synthesize the given product. (1) Given the product [C:26]([C:12]1[C:11]2[C:15](=[CH:16][CH:17]=[C:9]([O:8][CH2:1][C:2]3[N:33]=[CH:34][CH:39]=[CH:31][N:32]=3)[CH:10]=2)[N:14]([CH2:18][C:19]([O:21][C:22]([CH3:25])([CH3:23])[CH3:24])=[O:20])[N:13]=1)#[N:27], predict the reactants needed to synthesize it. The reactants are: [CH2:1]([O:8][C:9]1[CH:10]=[C:11]2[C:15](=[CH:16][CH:17]=1)[N:14]([CH2:18][C:19]([O:21][C:22]([CH3:25])([CH3:24])[CH3:23])=[O:20])[N:13]=[C:12]2[C:26]#[N:27])[C:2]1C=CC=CC=1.C([C:31]1[C:39]2[C:34](=CC(C)=C(OCC3N=CC=CN=3)C=2)[N:33](CC(OC)=O)[N:32]=1)(=O)C. (2) The reactants are: [N:1]1[CH:6]=[CH:5][CH:4]=[C:3]([C:7]2[CH:12]=[CH:11][CH:10]=[CH:9][C:8]=2[OH:13])[CH:2]=1.Br[CH2:15][C:16]([O:18][CH3:19])=[O:17].C(=O)([O-])[O-].[K+].[K+]. Given the product [N:1]1[CH:6]=[CH:5][CH:4]=[C:3]([C:7]2[CH:12]=[CH:11][CH:10]=[CH:9][C:8]=2[O:13][CH2:15][C:16]([O:18][CH3:19])=[O:17])[CH:2]=1, predict the reactants needed to synthesize it. (3) Given the product [CH:1]12[CH2:6][CH:5]1[CH2:4][N:3]([C:7]1[N:12]=[C:11]([NH:13][CH2:14][C:15]3[CH:20]=[CH:19][C:18]([O:21][CH3:22])=[C:17]([Cl:23])[CH:16]=3)[C:10]([C:24]([NH:35][CH2:34][C:31]3[CH:30]=[N:29][C:28]([CH3:27])=[CH:33][N:32]=3)=[O:26])=[CH:9][N:8]=1)[CH2:2]2, predict the reactants needed to synthesize it. The reactants are: [CH:1]12[CH2:6][CH:5]1[CH2:4][N:3]([C:7]1[N:12]=[C:11]([NH:13][CH2:14][C:15]3[CH:20]=[CH:19][C:18]([O:21][CH3:22])=[C:17]([Cl:23])[CH:16]=3)[C:10]([C:24]([OH:26])=O)=[CH:9][N:8]=1)[CH2:2]2.[CH3:27][C:28]1[N:29]=[CH:30][C:31]([CH2:34][NH2:35])=[N:32][CH:33]=1.C(N(CC)CC)C.CN(C(ON1N=NC2C=CC=NC1=2)=[N+](C)C)C.F[P-](F)(F)(F)(F)F. (4) Given the product [Cl:1][C:2]1[C:11]2[C:6](=[CH:7][CH:8]=[C:9]([O:12][C@H:18]3[CH2:14][CH2:15][N:16]([C:19]([O:21][C:22]([CH3:25])([CH3:24])[CH3:23])=[O:20])[CH2:17]3)[CH:10]=2)[N:5]=[CH:4][N:3]=1, predict the reactants needed to synthesize it. The reactants are: [Cl:1][C:2]1[C:11]2[C:6](=[CH:7][CH:8]=[C:9]([OH:12])[CH:10]=2)[N:5]=[CH:4][N:3]=1.O[C@@H:14]1[CH2:18][CH2:17][N:16]([C:19]([O:21][C:22]([CH3:25])([CH3:24])[CH3:23])=[O:20])[CH2:15]1. (5) Given the product [NH2:14][C:3]1[CH:4]=[CH:5][C:6]([N:8]2[CH2:12][CH2:11][O:10][C:9]2=[O:13])=[N:7][C:2]=1[CH3:1], predict the reactants needed to synthesize it. The reactants are: [CH3:1][C:2]1[N:7]=[C:6]([N:8]2[CH2:12][CH2:11][O:10][C:9]2=[O:13])[CH:5]=[CH:4][C:3]=1[N+:14]([O-])=O. (6) Given the product [NH2:15][CH2:14][CH2:13][O:12][CH2:11][CH2:10][O:9][CH2:8][CH2:7][O:6][CH2:5][C:4]([O:3][CH2:1][CH3:2])=[O:18], predict the reactants needed to synthesize it. The reactants are: [CH2:1]([O:3][C:4](=[O:18])[CH2:5][O:6][CH2:7][CH2:8][O:9][CH2:10][CH2:11][O:12][CH2:13][CH2:14][N:15]=[N+]=[N-])[CH3:2].Cl.[Cl-].C(OC(COCCOCCOCC[NH3+])=O)C. (7) Given the product [Cl:8][C:6]1[CH:7]=[C:2]([N:11]2[CH2:12][C:13]3[C:18](=[CH:17][CH:16]=[CH:15][CH:14]=3)[CH2:10]2)[N:3]=[C:4]([NH2:9])[N:5]=1, predict the reactants needed to synthesize it. The reactants are: Cl[C:2]1[CH:7]=[C:6]([Cl:8])[N:5]=[C:4]([NH2:9])[N:3]=1.[CH2:10]1[C:18]2[C:13](=[CH:14][CH:15]=[CH:16][CH:17]=2)[CH2:12][NH:11]1.C(N(CC)CC)C. (8) Given the product [NH2:1][CH2:4][C@@H:5]([NH:15][C:16]([C:18]1[S:19][C:20]([C:23]2[C:24]3[C@H:31]([CH3:32])[CH2:30][C@@H:29]([OH:33])[C:25]=3[N:26]=[CH:27][N:28]=2)=[CH:21][CH:22]=1)=[O:17])[CH2:6][C:7]1[CH:12]=[CH:11][C:10]([Cl:13])=[CH:9][C:8]=1[Cl:14], predict the reactants needed to synthesize it. The reactants are: [N:1]([CH2:4][C@@H:5]([NH:15][C:16]([C:18]1[S:19][C:20]([C:23]2[C:24]3[C@H:31]([CH3:32])[CH2:30][C@@H:29]([OH:33])[C:25]=3[N:26]=[CH:27][N:28]=2)=[CH:21][CH:22]=1)=[O:17])[CH2:6][C:7]1[CH:12]=[CH:11][C:10]([Cl:13])=[CH:9][C:8]=1[Cl:14])=[N+]=[N-]. (9) Given the product [N:19]1[CH:18]=[CH:17][N:16]2[C:11]([C:3]3[CH:4]=[CH:5][C:6]([NH2:8])=[CH:7][C:2]=3[CH3:1])=[CH:12][CH:13]=[CH:14][C:15]=12, predict the reactants needed to synthesize it. The reactants are: [CH3:1][C:2]1[CH:7]=[C:6]([N+:8]([O-])=O)[CH:5]=[CH:4][C:3]=1[C:11]1[N:16]2[CH:17]=[CH:18][N:19]=[C:15]2[CH:14]=[CH:13][CH:12]=1.[Cl-].[NH4+]. (10) Given the product [CH3:30][N:2]([CH3:1])[C:3]1([C:24]2[CH:25]=[CH:26][CH:27]=[CH:28][CH:29]=2)[CH2:8][CH2:7][CH:6]([C:9]2[NH:10][C:11]3[C:16]([C:17]=2[CH3:18])=[CH:15][C:14]([O:19][C:20]([F:23])([F:21])[F:22])=[CH:13][CH:12]=3)[CH2:5][CH2:4]1, predict the reactants needed to synthesize it. The reactants are: [CH3:1][N:2]([CH3:30])[C:3]1([C:24]2[CH:29]=[CH:28][CH:27]=[CH:26][CH:25]=2)[CH2:8][CH2:7][C:6]([C:9]2[NH:10][C:11]3[C:16]([C:17]=2[CH3:18])=[CH:15][C:14]([O:19][C:20]([F:23])([F:22])[F:21])=[CH:13][CH:12]=3)=[CH:5][CH2:4]1.Br.[Sn].